From a dataset of NCI-60 drug combinations with 297,098 pairs across 59 cell lines. Regression. Given two drug SMILES strings and cell line genomic features, predict the synergy score measuring deviation from expected non-interaction effect. (1) Drug 1: C1CN1C2=NC(=NC(=N2)N3CC3)N4CC4. Drug 2: CCC1(CC2CC(C3=C(CCN(C2)C1)C4=CC=CC=C4N3)(C5=C(C=C6C(=C5)C78CCN9C7C(C=CC9)(C(C(C8N6C)(C(=O)OC)O)OC(=O)C)CC)OC)C(=O)OC)O.OS(=O)(=O)O. Cell line: KM12. Synergy scores: CSS=37.9, Synergy_ZIP=1.87, Synergy_Bliss=1.20, Synergy_Loewe=-1.90, Synergy_HSA=-1.66. (2) Drug 1: CC12CCC3C(C1CCC2=O)CC(=C)C4=CC(=O)C=CC34C. Drug 2: C1=CC=C(C=C1)NC(=O)CCCCCCC(=O)NO. Cell line: SK-MEL-5. Synergy scores: CSS=62.2, Synergy_ZIP=-1.02, Synergy_Bliss=2.02, Synergy_Loewe=-5.97, Synergy_HSA=3.61. (3) Drug 1: C1=CC(=CC=C1CC(C(=O)O)N)N(CCCl)CCCl.Cl. Drug 2: C1CC(=O)NC(=O)C1N2C(=O)C3=CC=CC=C3C2=O. Cell line: SR. Synergy scores: CSS=43.5, Synergy_ZIP=-1.26, Synergy_Bliss=1.77, Synergy_Loewe=-12.1, Synergy_HSA=1.93. (4) Synergy scores: CSS=49.1, Synergy_ZIP=-5.80, Synergy_Bliss=-6.74, Synergy_Loewe=-4.21, Synergy_HSA=-1.97. Drug 2: C1CN(CCN1C(=O)CCBr)C(=O)CCBr. Drug 1: CCC1=CC2CC(C3=C(CN(C2)C1)C4=CC=CC=C4N3)(C5=C(C=C6C(=C5)C78CCN9C7C(C=CC9)(C(C(C8N6C)(C(=O)OC)O)OC(=O)C)CC)OC)C(=O)OC.C(C(C(=O)O)O)(C(=O)O)O. Cell line: LOX IMVI. (5) Cell line: A498. Drug 1: CC1=C(C=C(C=C1)C(=O)NC2=CC(=CC(=C2)C(F)(F)F)N3C=C(N=C3)C)NC4=NC=CC(=N4)C5=CN=CC=C5. Synergy scores: CSS=17.7, Synergy_ZIP=-6.26, Synergy_Bliss=-3.94, Synergy_Loewe=-5.84, Synergy_HSA=-6.17. Drug 2: CCN(CC)CCCC(C)NC1=C2C=C(C=CC2=NC3=C1C=CC(=C3)Cl)OC. (6) Drug 1: CC12CCC(CC1=CCC3C2CCC4(C3CC=C4C5=CN=CC=C5)C)O. Drug 2: CCC1(CC2CC(C3=C(CCN(C2)C1)C4=CC=CC=C4N3)(C5=C(C=C6C(=C5)C78CCN9C7C(C=CC9)(C(C(C8N6C=O)(C(=O)OC)O)OC(=O)C)CC)OC)C(=O)OC)O.OS(=O)(=O)O. Cell line: HOP-92. Synergy scores: CSS=23.1, Synergy_ZIP=-0.318, Synergy_Bliss=5.24, Synergy_Loewe=-6.41, Synergy_HSA=5.89. (7) Drug 1: C1CN(CCN1C(=O)CCBr)C(=O)CCBr. Drug 2: CC1=C(C(=O)C2=C(C1=O)N3CC4C(C3(C2COC(=O)N)OC)N4)N. Cell line: T-47D. Synergy scores: CSS=12.7, Synergy_ZIP=-5.95, Synergy_Bliss=-7.99, Synergy_Loewe=-18.1, Synergy_HSA=-9.84.